This data is from Forward reaction prediction with 1.9M reactions from USPTO patents (1976-2016). The task is: Predict the product of the given reaction. (1) Given the reactants [CH2:1]([Li])CCC.[CH:6]([NH:9][CH:10]([CH3:12])C)([CH3:8])C.[F:13][C:14]1[CH:19]=[CH:18][C:17]([CH2:20][CH2:21][C:22]([OH:24])=[O:23])=[CH:16][CH:15]=1.CN1CCCC[C:27]1=[O:32], predict the reaction product. The product is: [C:22]([CH:21]([C:27]1([OH:32])[CH2:8][CH2:6][N:9]([CH3:1])[CH2:10][CH2:12]1)[CH2:20][C:17]1[CH:16]=[CH:15][C:14]([F:13])=[CH:19][CH:18]=1)([OH:24])=[O:23]. (2) Given the reactants [C:1]([O:5][C:6](=[O:25])[N:7]([CH2:9][C:10]1[CH:14]=[C:13](Br)[N:12]([S:16]([C:19]2[CH:20]=[N:21][CH:22]=[CH:23][CH:24]=2)(=[O:18])=[O:17])[CH:11]=1)[CH3:8])([CH3:4])([CH3:3])[CH3:2].[F:26][C:27]1[C:32]([CH:33]=[O:34])=[CH:31][CH:30]=[CH:29][C:28]=1B(O)O.C(=O)([O-])[O-].[Na+].[Na+], predict the reaction product. The product is: [C:1]([O:5][C:6](=[O:25])[N:7]([CH2:9][C:10]1[CH:14]=[C:13]([C:28]2[CH:29]=[CH:30][CH:31]=[C:32]([CH:33]=[O:34])[C:27]=2[F:26])[N:12]([S:16]([C:19]2[CH:20]=[N:21][CH:22]=[CH:23][CH:24]=2)(=[O:18])=[O:17])[CH:11]=1)[CH3:8])([CH3:4])([CH3:3])[CH3:2]. (3) Given the reactants [CH2:1]([O:5][CH2:6][CH2:7][O:8][C:9]1[CH:14]=[CH:13][C:12]([C:15]2[CH:20]=[CH:19][C:18]([N:21]3[CH2:25][CH2:24][CH:23]([CH2:26][C:27]([O:29][CH2:30][CH3:31])=[O:28])[CH2:22]3)=[C:17](/[CH:32]=[C:33](\[CH3:37])/[C:34](O)=[O:35])[CH:16]=2)=[CH:11][CH:10]=1)[CH2:2][CH2:3][CH3:4].CN(C=O)C.C(Cl)(=O)C(Cl)=O.[CH2:49]([N:52]1[C:56]([CH2:57][S@@:58]([C:60]2[CH:66]=[CH:65][C:63]([NH2:64])=[CH:62][CH:61]=2)=[O:59])=[CH:55][N:54]=[CH:53]1)[CH2:50][CH3:51], predict the reaction product. The product is: [CH2:1]([O:5][CH2:6][CH2:7][O:8][C:9]1[CH:10]=[CH:11][C:12]([C:15]2[CH:20]=[CH:19][C:18]([N:21]3[CH2:25][CH2:24][CH:23]([CH2:26][C:27]([O:29][CH2:30][CH3:31])=[O:28])[CH2:22]3)=[C:17](/[CH:32]=[C:33](\[CH3:37])/[C:34]([NH:64][C:63]3[CH:62]=[CH:61][C:60]([S@:58]([CH2:57][C:56]4[N:52]([CH2:49][CH2:50][CH3:51])[CH:53]=[N:54][CH:55]=4)=[O:59])=[CH:66][CH:65]=3)=[O:35])[CH:16]=2)=[CH:13][CH:14]=1)[CH2:2][CH2:3][CH3:4]. (4) The product is: [CH3:35][O:34][C:30]1[CH:29]=[C:28]([CH:33]=[CH:32][CH:31]=1)[CH2:27][NH:26][C:25]([C:23]1[N:22]=[CH:21][N:20]=[C:19]([CH2:18][NH:17][CH:13]2[C:14]3[C:10](=[C:9]([CH3:37])[C:8]([C:6]([OH:7])=[O:5])=[CH:16][CH:15]=3)[CH2:11][CH2:12]2)[CH:24]=1)=[O:36]. Given the reactants C([O:5][C:6]([C:8]1[C:9]([CH3:37])=[C:10]2[C:14](=[CH:15][CH:16]=1)[CH:13]([NH:17][CH2:18][C:19]1[CH:24]=[C:23]([C:25](=[O:36])[NH:26][CH2:27][C:28]3[CH:33]=[CH:32][CH:31]=[C:30]([O:34][CH3:35])[CH:29]=3)[N:22]=[CH:21][N:20]=1)[CH2:12][CH2:11]2)=[O:7])(C)(C)C.FC(F)(F)C(O)=O, predict the reaction product. (5) Given the reactants [O-:1][CH2:2][CH3:3].[Na+].[Na].[Cl:6][C:7]1[CH:8]=[N:9][N:10]([CH:12]([CH3:15])[C:13]#[N:14])[CH:11]=1, predict the reaction product. The product is: [Cl:6][C:7]1[CH:8]=[N:9][N:10]([CH:12]([CH3:15])[C:13](=[NH:14])[O:1][CH2:2][CH3:3])[CH:11]=1. (6) Given the reactants [F:1][C:2]1[CH:10]=[C:9]2[C:5]([C:6]([CH2:35][CH:36]3[CH2:40][CH2:39][CH2:38][N:37]3C(=O)C(F)(F)F)=[C:7]3[C:14]4=[C:15]([CH2:23][CH:24]5[CH2:28][CH2:27][CH2:26][N:25]5C(=O)C(F)(F)F)[C:16]5[CH:17]=[CH:18][C:19]([F:22])=[CH:20][C:21]=5[N:13]4[CH2:12][CH2:11][N:8]32)=[CH:4][CH:3]=1.C([O-])([O-])=O.[K+].[K+], predict the reaction product. The product is: [F:1][C:2]1[CH:10]=[C:9]2[C:5]([C:6]([CH2:35][CH:36]3[CH2:40][CH2:39][CH2:38][NH:37]3)=[C:7]3[C:14]4=[C:15]([CH2:23][CH:24]5[CH2:28][CH2:27][CH2:26][NH:25]5)[C:16]5[CH:17]=[CH:18][C:19]([F:22])=[CH:20][C:21]=5[N:13]4[CH2:12][CH2:11][N:8]32)=[CH:4][CH:3]=1. (7) Given the reactants [CH:1]1([C@H:5]([NH:13][C:14]([C:16]2[C:21]([CH3:22])=[CH:20][C:19](=[O:23])[N:18]([NH2:24])[C:17]=2[CH3:25])=[O:15])[C:6]2[CH:11]=[CH:10][CH:9]=[C:8]([F:12])[CH:7]=2)[CH2:4][CH2:3][CH2:2]1.[CH:26](=O)[CH2:27][CH3:28].C(O)(=O)C.C([BH3-])#N.[Na+], predict the reaction product. The product is: [CH:1]1([C@H:5]([NH:13][C:14]([C:16]2[C:21]([CH3:22])=[CH:20][C:19](=[O:23])[N:18]([NH:24][CH2:26][CH2:27][CH3:28])[C:17]=2[CH3:25])=[O:15])[C:6]2[CH:11]=[CH:10][CH:9]=[C:8]([F:12])[CH:7]=2)[CH2:4][CH2:3][CH2:2]1. (8) Given the reactants [CH3:1][C:2]1[CH:3]=[N:4][C:5]2[C:10]([C:11]=1[C:12]1[CH:13]=[C:14]([OH:18])[CH:15]=[CH:16][CH:17]=1)=[CH:9][CH:8]=[CH:7][C:6]=2[C:19]([F:22])([F:21])[F:20].Br[CH2:24][C:25]1[CH:30]=[CH:29][C:28]([CH2:31][C:32]([OH:34])=[O:33])=[CH:27][CH:26]=1.C([O-])([O-])=O.[Cs+].[Cs+], predict the reaction product. The product is: [CH3:1][C:2]1[CH:3]=[N:4][C:5]2[C:10]([C:11]=1[C:12]1[CH:13]=[C:14]([CH:15]=[CH:16][CH:17]=1)[O:18][CH2:24][C:25]1[CH:26]=[CH:27][C:28]([CH2:31][C:32]([OH:34])=[O:33])=[CH:29][CH:30]=1)=[CH:9][CH:8]=[CH:7][C:6]=2[C:19]([F:22])([F:20])[F:21].